Task: Predict the product of the given reaction.. Dataset: Forward reaction prediction with 1.9M reactions from USPTO patents (1976-2016) (1) Given the reactants [CH3:1][C:2]1[CH:7]=[C:6]([CH3:8])[NH:5][C:4](=[O:9])[C:3]=1[CH2:10][NH:11][C:12]([C:14]1[C:15]2[CH:30]=[N:29][N:28]([CH:31]([CH3:33])[CH3:32])[C:16]=2[N:17]=[C:18]([C:20]2[CH:25]=[CH:24][C:23]([CH2:26]O)=[CH:22][CH:21]=2)[CH:19]=1)=[O:13].C1C=CC(P(C2C=CC=CC=2)C2C=CC=CC=2)=CC=1.C(Br)(Br)(Br)[Br:54], predict the reaction product. The product is: [Br:54][CH2:26][C:23]1[CH:22]=[CH:21][C:20]([C:18]2[CH:19]=[C:14]([C:12]([NH:11][CH2:10][C:3]3[C:4](=[O:9])[NH:5][C:6]([CH3:8])=[CH:7][C:2]=3[CH3:1])=[O:13])[C:15]3[CH:30]=[N:29][N:28]([CH:31]([CH3:33])[CH3:32])[C:16]=3[N:17]=2)=[CH:25][CH:24]=1. (2) Given the reactants [CH3:1][O:2][C:3]1[CH:4]=[C:5]2[C:9](=[CH:10][C:11]=1Br)[CH2:8][CH2:7][CH2:6]2.[Li]CCCC.C([O:20][B:21](OCC)[O:22]CC)C, predict the reaction product. The product is: [CH3:1][O:2][C:3]1[CH:4]=[C:5]2[C:9]([CH2:8][CH2:7][CH2:6]2)=[CH:10][C:11]=1[B:21]([OH:22])[OH:20]. (3) Given the reactants [N:1]1([C:6]2[N:11]=[C:10](/[CH:12]=[N:13]/O)[CH:9]=[CH:8][CH:7]=2)[CH2:5][CH2:4][CH2:3][CH2:2]1, predict the reaction product. The product is: [N:1]1([C:6]2[N:11]=[C:10]([CH2:12][NH2:13])[CH:9]=[CH:8][CH:7]=2)[CH2:2][CH2:3][CH2:4][CH2:5]1. (4) Given the reactants [CH3:1][N:2]1[CH2:14][CH2:13][C:5]2[NH:6][C:7]3[CH:8]=[CH:9][CH:10]=[CH:11][C:12]=3[C:4]=2[CH2:3]1.Cl[CH2:16][C:17]1[CH:18]=[CH:19][C:20]([CH3:23])=[N:21][CH:22]=1.[H-].[Na+], predict the reaction product. The product is: [CH3:1][N:2]1[CH2:14][CH2:13][C:5]2[N:6]([CH2:16][C:17]3[CH:22]=[N:21][C:20]([CH3:23])=[CH:19][CH:18]=3)[C:7]3[CH:8]=[CH:9][CH:10]=[CH:11][C:12]=3[C:4]=2[CH2:3]1. (5) The product is: [C:46]([C:45]1[CH:48]=[C:49]2[C:50](=[CH:43][CH:44]=1)[NH:51][C:16]([C:14]1[CH:15]=[C:10]([CH:4]([CH2:5][C:6]([OH:8])=[O:7])[C:3]([OH:2])=[O:41])[CH:11]=[C:12]([C:25]3[CH:30]=[C:29]([C:31]([NH2:33])=[O:32])[CH:28]=[CH:27][C:26]=3[OH:34])[C:13]=1[OH:18])=[CH:17]2)(=[NH:47])[NH2:61].[CH3:1][O:2][C:3](=[O:41])[CH:4]([C:10]1[CH:11]=[C:12]([C:25]2[CH:30]=[C:29]([C:31]([NH2:33])=[O:32])[CH:28]=[CH:27][C:26]=2[O:34][CH2:35][O:36][CH2:37][CH2:38][O:39][CH3:40])[C:13]([O:18][CH2:19][O:20][CH2:21][CH2:22][O:23][CH3:24])=[C:14]([C:16]#[C:17][C:43]2[CH:44]=[C:45]([C:46]#[N:47])[CH:48]=[CH:49][C:50]=2[NH:51][C:52]([O:54][C:55]([CH3:58])([CH3:57])[CH3:56])=[O:53])[CH:15]=1)[CH2:5][C:6]([O:8][CH3:9])=[O:7]. Given the reactants [CH3:1][O:2][C:3](=[O:41])[CH:4]([C:10]1[CH:11]=[C:12]([C:25]2[CH:30]=[C:29]([C:31]([NH2:33])=[O:32])[CH:28]=[CH:27][C:26]=2[O:34][CH2:35][O:36][CH2:37][CH2:38][O:39][CH3:40])[C:13]([O:18][CH2:19][O:20][CH2:21][CH2:22][O:23][CH3:24])=[C:14]([C:16]#[CH:17])[CH:15]=1)[CH2:5][C:6]([O:8][CH3:9])=[O:7].I[C:43]1[CH:44]=[C:45]([CH:48]=[CH:49][C:50]=1[NH:51][C:52]([O:54][C:55]([CH3:58])([CH3:57])[CH3:56])=[O:53])[C:46]#[N:47].C([N:61](CC)CC)C.N#N.C(O)(=O)CC(CC(O)=O)(C(O)=O)O, predict the reaction product. (6) Given the reactants [NH2:1][C:2]1[CH:7]=[CH:6][C:5]([N:8]2[C:14](=[O:15])[CH2:13][C:12](=[O:16])[NH:11][C:10]3[C:17]4[CH2:18][CH2:19][CH2:20][CH2:21][C:22]=4[CH:23]=[CH:24][C:9]2=3)=[CH:4][CH:3]=1.[CH3:25][O:26][C:27]1[CH:28]=[C:29]([S:33](Cl)(=[O:35])=[O:34])[CH:30]=[CH:31][CH:32]=1, predict the reaction product. The product is: [O:16]=[C:12]1[NH:11][C:10]2[C:17]3[CH2:18][CH2:19][CH2:20][CH2:21][C:22]=3[CH:23]=[CH:24][C:9]=2[N:8]([C:5]2[CH:4]=[CH:3][C:2]([NH:1][S:33]([C:29]3[CH:30]=[CH:31][CH:32]=[C:27]([O:26][CH3:25])[CH:28]=3)(=[O:35])=[O:34])=[CH:7][CH:6]=2)[C:14](=[O:15])[CH2:13]1.